Task: Predict the reactants needed to synthesize the given product.. Dataset: Retrosynthesis with 50K atom-mapped reactions and 10 reaction types from USPTO (1) The reactants are: Nc1cc(C(F)(F)F)cc(C(F)(F)F)c1.O=C(O)c1scc(Br)c1O. Given the product O=C(Nc1cc(C(F)(F)F)cc(C(F)(F)F)c1)c1scc(Br)c1O, predict the reactants needed to synthesize it. (2) Given the product CC(C)Oc1ccc(S(N)(=O)=O)cc1N, predict the reactants needed to synthesize it. The reactants are: CC(C)Oc1ccc(S(N)(=O)=O)cc1[N+](=O)[O-]. (3) Given the product CCS(=O)(=O)N[C@@H]1CCOC[C@H]1c1ccc(-c2ccccc2)cc1, predict the reactants needed to synthesize it. The reactants are: CCS(=O)(=O)Cl.N[C@@H]1CCOC[C@H]1c1ccc(-c2ccccc2)cc1. (4) Given the product CC(C)(C)OC(=O)C1CCC(=O)N1C(=O)OC(C)(C)C, predict the reactants needed to synthesize it. The reactants are: CC(C)(C)OC(=O)C1CCC(=O)N1.CC(C)(C)OC(=O)OC(=O)OC(C)(C)C. (5) The reactants are: COC(=O)CC1CN(S(=O)(=O)c2cc3cc(Cl)ccc3n2S(=O)(=O)c2ccccc2)CCN1C(=O)OC(C)(C)C. Given the product CC(C)(C)OC(=O)N1CCN(S(=O)(=O)c2cc3cc(Cl)ccc3n2S(=O)(=O)c2ccccc2)CC1CCO, predict the reactants needed to synthesize it.